This data is from Full USPTO retrosynthesis dataset with 1.9M reactions from patents (1976-2016). The task is: Predict the reactants needed to synthesize the given product. (1) Given the product [CH3:46][C:2]([CH3:1])([CH2:10][C:11]([O:13][C@H:14]1[CH2:31][CH2:30][C@@:29]2([CH3:32])[C@@H:16]([CH2:17][CH2:18][C@:19]3([CH3:43])[C@@H:28]2[CH2:27][CH2:26][C@H:25]2[C@@:20]3([CH3:42])[CH2:21][CH2:22][C@@:23]3([C@@H:40]([OH:41])[CH2:85][N+:82]([O-:84])=[O:83])[CH2:35][C:34](=[O:36])[C:33]([CH:37]([CH3:38])[CH3:39])=[C:24]32)[C:15]1([CH3:44])[CH3:45])=[O:12])[C:3]([O:5][C:6]([CH3:7])([CH3:8])[CH3:9])=[O:4], predict the reactants needed to synthesize it. The reactants are: [CH3:1][C:2]([CH3:46])([CH2:10][C:11]([O:13][C@H:14]1[CH2:31][CH2:30][C@@:29]2([CH3:32])[C@@H:16]([CH2:17][CH2:18][C@:19]3([CH3:43])[C@@H:28]2[CH2:27][CH2:26][C@H:25]2[C@@:20]3([CH3:42])[CH2:21][CH2:22][C@@:23]3([CH:40]=[O:41])[CH2:35][C:34](=[O:36])[C:33]([CH:37]([CH3:39])[CH3:38])=[C:24]32)[C:15]1([CH3:45])[CH3:44])=[O:12])[C:3]([O:5][C:6]([CH3:9])([CH3:8])[CH3:7])=[O:4].CC12C(C)(C)C(CC1)CC2NCCNC1CC2C(C)(C)C1(C)CC2.[C@@]12(C)C(C)(C)C(CC1)CC2=O.[N+:82]([CH3:85])([O-:84])=[O:83].CCN(C(C)C)C(C)C. (2) Given the product [Cl:1][C:2]1[CH:3]=[CH:4][C:5]([N:20]([CH2:21][C:22]2[CH:27]=[CH:26][C:25]([O:28][CH3:29])=[CH:24][C:23]=2[O:30][CH3:31])[C:45](=[O:46])/[CH:44]=[CH:38]/[C:39]([O:41][CH2:42][CH3:43])=[O:40])=[C:6]([CH:8]([C:10]2[CH:15]=[CH:14][CH:13]=[C:12]([CH2:16][CH3:17])[C:11]=2[O:18][CH3:19])[OH:9])[CH:7]=1, predict the reactants needed to synthesize it. The reactants are: [Cl:1][C:2]1[CH:3]=[CH:4][C:5]([NH:20][CH2:21][C:22]2[CH:27]=[CH:26][C:25]([O:28][CH3:29])=[CH:24][C:23]=2[O:30][CH3:31])=[C:6]([CH:8]([C:10]2[CH:15]=[CH:14][CH:13]=[C:12]([CH2:16][CH3:17])[C:11]=2[O:18][CH3:19])[OH:9])[CH:7]=1.C(=O)([O-])O.[Na+].Cl/[C:38](=[CH:44]\[C:45]([O-])=[O:46])/[C:39]([O:41][CH2:42][CH3:43])=[O:40]. (3) Given the product [Cl:21][C:14]1[CH:15]=[CH:16][CH:17]=[C:18]2[C:13]=1[N:12]=[C:11]([O:9][C:3]1[CH:8]=[CH:7][CH:6]=[CH:5][CH:4]=1)[CH:20]=[N:19]2, predict the reactants needed to synthesize it. The reactants are: [H-].[Na+].[C:3]1([OH:9])[CH:8]=[CH:7][CH:6]=[CH:5][CH:4]=1.Cl[C:11]1[CH:20]=[N:19][C:18]2[C:13](=[C:14]([Cl:21])[CH:15]=[CH:16][CH:17]=2)[N:12]=1. (4) Given the product [N:44]1[C:38]2[C:39](=[N:40][CH:41]=[C:36]([C:18]3[CH:17]=[C:16]4[C:21]([CH2:22][CH:23]([CH3:24])[N:14]([C:12]5[CH:13]=[C:8]([N:5]6[CH2:4][CH2:3][N:2]([CH3:1])[CH2:7][CH2:6]6)[N:9]=[C:10]([NH2:34])[N:11]=5)[CH2:15]4)=[CH:20][CH:19]=3)[CH:37]=2)[NH:42][CH:43]=1, predict the reactants needed to synthesize it. The reactants are: [CH3:1][N:2]1[CH2:7][CH2:6][N:5]([C:8]2[CH:13]=[C:12]([N:14]3[CH:23]([CH3:24])[CH2:22][C:21]4[C:16](=[CH:17][C:18](B5OC(C)(C)C(C)(C)O5)=[CH:19][CH:20]=4)[CH2:15]3)[N:11]=[C:10]([NH2:34])[N:9]=2)[CH2:4][CH2:3]1.Br[C:36]1[CH:37]=[C:38]2[N:44]=[CH:43][NH:42][C:39]2=[N:40][CH:41]=1. (5) Given the product [O:1]=[C:2]1[CH2:6][N:5]([C:7]([O:9][C:10]([CH3:11])([CH3:12])[CH3:13])=[O:8])[C@H:4]([C:14]([O:16][CH3:17])=[O:15])[CH2:3]1, predict the reactants needed to synthesize it. The reactants are: [OH:1][C@H:2]1[CH2:6][N:5]([C:7]([O:9][C:10]([CH3:13])([CH3:12])[CH3:11])=[O:8])[C@H:4]([C:14]([O:16][CH3:17])=[O:15])[CH2:3]1.[Cr](Cl)([O-])(=O)=O.[NH+]1C=CC=CC=1. (6) Given the product [O:1]1[C:5]2[CH:6]=[CH:7][C:8]([NH:10][C:11]3[N:15]=[C:14]([Cl:13])[N:22]=[C:21]4[C:17]=3[N:18]=[CH:19][N:20]4[CH2:23][CH3:24])=[CH:9][C:4]=2[O:3][CH2:2]1, predict the reactants needed to synthesize it. The reactants are: [O:1]1[C:5]2[CH:6]=[CH:7][C:8]([NH:10][CH:11]=O)=[CH:9][C:4]=2[O:3][CH2:2]1.[Cl:13][C:14]1[N:22]=[C:21]2[C:17]([N:18]=[CH:19][N:20]2[CH2:23][CH3:24])=C(Cl)[N:15]=1.